From a dataset of Peptide-MHC class II binding affinity with 134,281 pairs from IEDB. Regression. Given a peptide amino acid sequence and an MHC pseudo amino acid sequence, predict their binding affinity value. This is MHC class II binding data. (1) The peptide sequence is TDRESLRNLRGYYN. The MHC is DRB1_1302 with pseudo-sequence DRB1_1302. The binding affinity (normalized) is 0.0388. (2) The peptide sequence is FTVNQTSRLLMRRMR. The MHC is HLA-DQA10102-DQB10501 with pseudo-sequence HLA-DQA10102-DQB10501. The binding affinity (normalized) is 0.666. (3) The peptide sequence is DIDLGRNEVVNDVST. The MHC is DRB1_0901 with pseudo-sequence DRB1_0901. The binding affinity (normalized) is 0.365.